From a dataset of Forward reaction prediction with 1.9M reactions from USPTO patents (1976-2016). Predict the product of the given reaction. (1) Given the reactants C(=O)([O-])[O-].[K+].[K+].C(O)(C)(C)C.Cl[C:13]1[C:22]2[C:17](=[CH:18][C:19]([F:24])=[CH:20][C:21]=2[F:23])[N:16]=[C:15]([N:25]2[CH2:28][CH2:27][C:26]2=[O:29])[C:14]=1[CH3:30].[O:31]1[CH2:36][CH2:35][N:34]([C:37]2[CH:42]=[C:41]([NH2:43])[C:40]([C:44]3[CH:45]=[N:46][CH:47]=[N:48][CH:49]=3)=[CH:39][N:38]=2)[CH2:33][CH2:32]1, predict the reaction product. The product is: [F:23][C:21]1[CH:20]=[C:19]([F:24])[CH:18]=[C:17]2[C:22]=1[C:13]([NH:43][C:41]1[C:40]([C:44]3[CH:49]=[N:48][CH:47]=[N:46][CH:45]=3)=[CH:39][N:38]=[C:37]([N:34]3[CH2:33][CH2:32][O:31][CH2:36][CH2:35]3)[CH:42]=1)=[C:14]([CH3:30])[C:15]([N:25]1[CH2:28][CH2:27][C:26]1=[O:29])=[N:16]2. (2) Given the reactants [NH:1]1[C:5]2[CH:6]=[CH:7][CH:8]=[CH:9][C:4]=2[N:3]=[C:2]1[C:10]([OH:12])=O.CN(C(ON1N=NC2C=CC=NC1=2)=[N+](C)C)C.F[P-](F)(F)(F)(F)F.Cl.[NH:38]1[CH2:41][CH:40]([C:42]2[C:47]([C:48]3[CH:53]=[CH:52][CH:51]=[CH:50][CH:49]=3)=[CH:46][CH:45]=[CH:44][N:43]=2)[CH2:39]1, predict the reaction product. The product is: [NH:3]1[C:4]2[CH:9]=[CH:8][CH:7]=[CH:6][C:5]=2[N:1]=[C:2]1[C:10]([N:38]1[CH2:39][CH:40]([C:42]2[C:47]([C:48]3[CH:53]=[CH:52][CH:51]=[CH:50][CH:49]=3)=[CH:46][CH:45]=[CH:44][N:43]=2)[CH2:41]1)=[O:12].